This data is from Reaction yield outcomes from USPTO patents with 853,638 reactions. The task is: Predict the reaction yield, written as a fraction of the theoretical maximum amount of product (1.0 means a 100% yield; for example, 0.34 means a 34% yield). The reactants are [Si]([O:8][CH2:9][CH2:10][CH2:11][N:12]([CH2:47][CH2:48][CH3:49])[C:13]([C:15]1=[CH:16][C:17]2[CH:33]=[CH:32][C:31]([C:34]3[CH:39]=[CH:38][C:37]([C:40]([N:42]4[CH2:46][CH2:45][CH2:44][CH2:43]4)=[O:41])=[CH:36][CH:35]=3)=[CH:30][C:18]=2[N:19]=[C:20]([NH:22]C(=O)OC(C)(C)C)[CH2:21]1)=[O:14])(C(C)(C)C)(C)C.C(O)(C(F)(F)F)=O.N.CO. The catalyst is C(Cl)Cl. The product is [NH2:22][C:20]1[CH2:21][C:15]([C:13]([N:12]([CH2:11][CH2:10][CH2:9][OH:8])[CH2:47][CH2:48][CH3:49])=[O:14])=[CH:16][C:17]2[CH:33]=[CH:32][C:31]([C:34]3[CH:35]=[CH:36][C:37]([C:40]([N:42]4[CH2:46][CH2:45][CH2:44][CH2:43]4)=[O:41])=[CH:38][CH:39]=3)=[CH:30][C:18]=2[N:19]=1. The yield is 0.590.